From a dataset of Reaction yield outcomes from USPTO patents with 853,638 reactions. Predict the reaction yield, written as a fraction of the theoretical maximum amount of product (1.0 means a 100% yield; for example, 0.34 means a 34% yield). (1) The reactants are [C:1]([O:5][C:6]([N:8]1[C@@H:13]([CH2:14][OH:15])[CH2:12][O:11][C@@H:10]([O:16][CH2:17][C:18]([CH3:21])([CH3:20])[CH3:19])[CH2:9]1)=[O:7])([CH3:4])([CH3:3])[CH3:2].C(N(C(C)C)CC)(C)C.S(=O)(=O)=O.N1C=CC=CC=1. The catalyst is CS(C)=O.ClCCl. The product is [C:1]([O:5][C:6]([N:8]1[C@@H:13]([CH:14]=[O:15])[CH2:12][O:11][C@@H:10]([O:16][CH2:17][C:18]([CH3:21])([CH3:20])[CH3:19])[CH2:9]1)=[O:7])([CH3:4])([CH3:3])[CH3:2]. The yield is 0.920. (2) The reactants are [NH:1]1[CH2:6][CH2:5][CH2:4][C@@H:3]([N:7]2[CH:11]=[C:10]([O:12][C:13]3[N:14]=[C:15]([OH:23])[C:16]4[CH:22]=[CH:21][N:20]=[CH:19][C:17]=4[N:18]=3)[CH:9]=[N:8]2)[CH2:2]1.[CH:24]1([C:27](Cl)=[O:28])[CH2:26][CH2:25]1. No catalyst specified. The product is [CH:24]1([C:27]([N:1]2[CH2:6][CH2:5][CH2:4][C@@H:3]([N:7]3[CH:11]=[C:10]([O:12][C:13]4[N:14]=[C:15]([OH:23])[C:16]5[CH:22]=[CH:21][N:20]=[CH:19][C:17]=5[N:18]=4)[CH:9]=[N:8]3)[CH2:2]2)=[O:28])[CH2:26][CH2:25]1. The yield is 0.420.